This data is from Catalyst prediction with 721,799 reactions and 888 catalyst types from USPTO. The task is: Predict which catalyst facilitates the given reaction. (1) The catalyst class is: 38. Reactant: Cl.Cl.[CH3:3][C:4]1[N:8]=[C:7]([N:9]2[CH2:14][CH2:13][CH:12]([NH2:15])[CH2:11]C2)[S:6][N:5]=1.[CH2:16]([C:23]1[CH:28]=[C:27]([CH3:29])[N:26]=[C:25](Cl)[N:24]=1)[C:17]1[CH:22]=[CH:21][CH:20]=[CH:19][CH:18]=1.C(N(CC)C(C)C)(C)C. Product: [CH2:16]([C:23]1[CH:28]=[C:27]([CH3:29])[N:26]=[C:25]([NH:15][C@@H:12]2[CH2:13][CH2:14][N:9]([C:7]3[S:6][N:5]=[C:4]([CH3:3])[N:8]=3)[CH2:11]2)[N:24]=1)[C:17]1[CH:18]=[CH:19][CH:20]=[CH:21][CH:22]=1. (2) Reactant: [H-].[Na+].[NH:3]1[CH:7]=[CH:6][C:5]([C:8]([O:10][CH3:11])=[O:9])=[N:4]1.CS(O[CH:17]1[CH2:22][CH2:21][N:20]([C:23]([O:25][C:26]([CH3:29])([CH3:28])[CH3:27])=[O:24])[CH2:19][CH2:18]1)(=O)=O. Product: [CH3:11][O:10][C:8]([C:5]1[CH:6]=[CH:7][N:3]([CH:17]2[CH2:22][CH2:21][N:20]([C:23]([O:25][C:26]([CH3:29])([CH3:28])[CH3:27])=[O:24])[CH2:19][CH2:18]2)[N:4]=1)=[O:9]. The catalyst class is: 9. (3) Reactant: [CH3:1][C:2]([CH3:21])([CH3:20])[C:3]([C:5]1[N:9]([CH2:10][C:11](O)=[O:12])[C:8]2[CH:14]=[CH:15][C:16]([O:18][CH3:19])=[CH:17][C:7]=2[N:6]=1)=[O:4].[CH2:22]([NH:24][C:25]1[S:26][CH:27]=[CH:28][N:29]=1)[CH3:23].C1C=CC2N(O)N=NC=2C=1.CCN(C(C)C)C(C)C. Product: [CH3:21][C:2]([CH3:20])([CH3:1])[C:3]([C:5]1[N:9]([CH2:10][C:11]([N:24]([CH2:22][CH3:23])[C:25]2[S:26][CH:27]=[CH:28][N:29]=2)=[O:12])[C:8]2[CH:14]=[CH:15][C:16]([O:18][CH3:19])=[CH:17][C:7]=2[N:6]=1)=[O:4]. The catalyst class is: 607. (4) Reactant: [N:1]([CH2:4][C:5]1[CH:6]=[C:7]([C:14]([OH:16])=O)[CH:8]=[C:9]([CH:13]=1)C(O)=O)=[N+:2]=[N-:3].C[N:18]([CH:20]=[O:21])C.C(OC(OC(C)(C)C)=O)(OC(C)(C)C)=O.C(=O)(O)[O-].[NH4+:41]. Product: [N:1]([CH2:4][C:5]1[CH:6]=[C:7]([C:14]([NH2:41])=[O:16])[CH:8]=[C:9]([CH:13]=1)[C:20]([NH2:18])=[O:21])=[N+:2]=[N-:3]. The catalyst class is: 6. (5) Reactant: Cl.[C:2]1([C:8]2[N:12]([CH:13]3[CH2:18][CH2:17][CH2:16][NH:15][CH2:14]3)[CH:11]=[N:10][C:9]=2[C:19]([O:21][CH3:22])=[O:20])[CH:7]=[CH:6][CH:5]=[CH:4][CH:3]=1.C(N(CC)CC)C.Cl[C:31]([O:33][CH2:34][C:35]1[CH:40]=[CH:39][CH:38]=[CH:37][CH:36]=1)=[O:32].O. Product: [CH3:22][O:21][C:19]([C:9]1[N:10]=[CH:11][N:12]([CH:13]2[CH2:18][CH2:17][CH2:16][N:15]([C:31]([O:33][CH2:34][C:35]3[CH:40]=[CH:39][CH:38]=[CH:37][CH:36]=3)=[O:32])[CH2:14]2)[C:8]=1[C:2]1[CH:3]=[CH:4][CH:5]=[CH:6][CH:7]=1)=[O:20]. The catalyst class is: 1. (6) Reactant: [OH:1][C:2]1([C:6]2[S:7][CH:8]=[CH:9][N:10]=2)[CH2:5][CH2:4][CH2:3]1.CCN(C(C)C)C(C)C.[CH3:20][Si:21]([CH3:28])([CH3:27])[CH2:22][CH2:23][O:24][CH2:25]Cl.[NH4+].[Cl-]. Product: [CH3:20][Si:21]([CH3:28])([CH3:27])[CH2:22][CH2:23][O:24][CH2:25][O:1][C:2]1([C:6]2[S:7][CH:8]=[CH:9][N:10]=2)[CH2:5][CH2:4][CH2:3]1. The catalyst class is: 4.